From a dataset of Reaction yield outcomes from USPTO patents with 853,638 reactions. Predict the reaction yield, written as a fraction of the theoretical maximum amount of product (1.0 means a 100% yield; for example, 0.34 means a 34% yield). The reactants are [C:1]([O-:4])([O-])=[O:2].[Na+].[Na+].C[C:8]1[CH:13]=[CH:12][N:11]=[C:10]2[NH:14][CH:15]=[N:16][C:9]=12.[O-][Mn](=O)(=O)=O.[K+]. The catalyst is O. The product is [N:16]1[C:9]2[C:10](=[N:11][CH:12]=[CH:13][C:8]=2[C:1]([OH:4])=[O:2])[NH:14][CH:15]=1. The yield is 0.400.